This data is from Forward reaction prediction with 1.9M reactions from USPTO patents (1976-2016). The task is: Predict the product of the given reaction. (1) Given the reactants [C:1]([C:4]1[C:12]2[C:7](=[CH:8][N:9]=[CH:10][CH:11]=2)[N:6]([CH2:13][C:14]([OH:16])=[O:15])[N:5]=1)(=[O:3])[NH2:2].[F:17][C:18]([F:29])([F:28])C1C=C2C=NNC2=CN=1, predict the reaction product. The product is: [C:1]([C:4]1[C:12]2[C:7](=[CH:8][N:9]=[C:10]([C:18]([F:29])([F:28])[F:17])[CH:11]=2)[N:6]([CH2:13][C:14]([OH:16])=[O:15])[N:5]=1)(=[O:3])[NH2:2]. (2) The product is: [OH:16][C:15]1[C:14]2[C:9](=[C:10]([CH3:18])[C:11]([CH3:17])=[CH:12][CH:13]=2)[O:8][C:7](=[O:19])[C:6]=1[C:4]([NH:20][CH2:21][C:22]([OH:24])=[O:23])=[O:5]. Given the reactants C(O[C:4]([C:6]1[C:7](=[O:19])[O:8][C:9]2[C:14]([C:15]=1[OH:16])=[CH:13][CH:12]=[C:11]([CH3:17])[C:10]=2[CH3:18])=[O:5])C.[NH2:20][CH2:21][C:22]([O-:24])=[O:23].[Na+], predict the reaction product. (3) Given the reactants [Br:1][C:2]1[CH:15]=[CH:14][C:13]2[C:12]3[C:7](=[CH:8][C:9](Br)=[CH:10][CH:11]=3)[CH:6]=[CH:5][C:4]=2[CH:3]=1.B(OC(C)C)(OC(C)C)[O:18]C(C)C.C([Li])CCC.Cl, predict the reaction product. The product is: [Br:1][C:2]1[CH:15]=[CH:14][C:13]2[C:12]3[C:7](=[CH:8][C:9]([OH:18])=[CH:10][CH:11]=3)[CH:6]=[CH:5][C:4]=2[CH:3]=1. (4) Given the reactants [C:1]([NH:6][CH:7]1[CH2:12][C:11]2[CH:13]=[CH:14][CH:15]=[C:16]([C:17]([OH:19])=[O:18])[C:10]=2[O:9][B:8]1[OH:20])(=[O:5])[CH2:2][CH2:3][CH3:4].[CH2:21](O)[CH2:22][CH3:23], predict the reaction product. The product is: [CH2:21]([O:18][C:17]([C:16]1[C:10]2[O:9][B:8]([OH:20])[C@@H:7]([NH:6][C:1](=[O:5])[CH2:2][CH2:3][CH3:4])[CH2:12][C:11]=2[CH:13]=[CH:14][CH:15]=1)=[O:19])[CH2:22][CH3:23].